From a dataset of NCI-60 drug combinations with 297,098 pairs across 59 cell lines. Regression. Given two drug SMILES strings and cell line genomic features, predict the synergy score measuring deviation from expected non-interaction effect. (1) Drug 1: CN(C)C1=NC(=NC(=N1)N(C)C)N(C)C. Drug 2: CN(CCCl)CCCl.Cl. Synergy scores: CSS=10.5, Synergy_ZIP=0.0297, Synergy_Bliss=-2.37, Synergy_Loewe=-61.4, Synergy_HSA=-4.53. Cell line: CCRF-CEM. (2) Drug 1: CCC1=C2CN3C(=CC4=C(C3=O)COC(=O)C4(CC)O)C2=NC5=C1C=C(C=C5)O. Drug 2: C1CN1C2=NC(=NC(=N2)N3CC3)N4CC4. Cell line: TK-10. Synergy scores: CSS=17.9, Synergy_ZIP=-6.77, Synergy_Bliss=-1.34, Synergy_Loewe=-5.46, Synergy_HSA=1.68.